From a dataset of Catalyst prediction with 721,799 reactions and 888 catalyst types from USPTO. Predict which catalyst facilitates the given reaction. Reactant: O=[C:2]1[CH2:6][CH2:5][N:4]([C:7]([O:9][CH2:10][C:11]2[CH:16]=[CH:15][CH:14]=[CH:13][CH:12]=2)=[O:8])[CH2:3]1.C([O-])(=O)C.[NH4+:21].[C:22]([O:28][CH2:29][CH3:30])(=[O:27])[CH2:23]C([O-])=O.C(OCC)(=O)C. Product: [NH2:21][C:2]1([CH2:23][C:22]([O:28][CH2:29][CH3:30])=[O:27])[CH2:6][CH2:5][N:4]([C:7]([O:9][CH2:10][C:11]2[CH:16]=[CH:15][CH:14]=[CH:13][CH:12]=2)=[O:8])[CH2:3]1. The catalyst class is: 14.